This data is from Catalyst prediction with 721,799 reactions and 888 catalyst types from USPTO. The task is: Predict which catalyst facilitates the given reaction. (1) Reactant: [Br:1][C:2]1[CH:3]=[C:4]([N:8]2[CH2:13][CH2:12][NH:11][CH2:10][CH2:9]2)[CH:5]=[CH:6][CH:7]=1.[C:14](O[C:14]([O:16][C:17]([CH3:20])([CH3:19])[CH3:18])=[O:15])([O:16][C:17]([CH3:20])([CH3:19])[CH3:18])=[O:15].C(N(CC)CC)C.O. Product: [Br:1][C:2]1[CH:3]=[C:4]([N:8]2[CH2:13][CH2:12][N:11]([C:14]([O:16][C:17]([CH3:20])([CH3:19])[CH3:18])=[O:15])[CH2:10][CH2:9]2)[CH:5]=[CH:6][CH:7]=1. The catalyst class is: 2. (2) The catalyst class is: 23. Product: [ClH:20].[ClH:20].[NH2:1][C@H:2]([C:13]1[N:26]=[C:21]([Cl:20])[CH:22]=[CH:23][N:24]=1)[C@@H:3]([C:5]1[CH:6]=[CH:7][CH:8]=[C:9]([F:11])[CH:10]=1)[OH:4]. Reactant: [NH2:1][C@H:2]([C:13]1C=NC=C(Br)C=1)[C@@H:3]([C:5]1[CH:10]=[C:9]([F:11])[CH:8]=[CH:7][C:6]=1F)[OH:4].[Cl:20][C:21]1[N:26]=C[N:24]=[C:23]([C@@H](NC(=O)OC(C)(C)C)[C@@H](C2C=CC=C(F)C=2)O)[CH:22]=1.O.C(O)(C(F)(F)F)=O. (3) Reactant: C([O-])(=O)C.[K+].[CH3:21][C:16]1([CH3:22])[C:17]([CH3:20])([CH3:19])[O:18][B:14]([B:14]2[O:18][C:17]([CH3:20])([CH3:19])[C:16]([CH3:22])([CH3:21])[O:15]2)[O:15]1.Br[C:25]1[CH:26]=[C:27]([C:46]2[O:47][C:48]3[CH:54]=[CH:53][CH:52]=[C:51]([F:55])[C:49]=3[N:50]=2)[C:28]([N:31]([C:39]([O:41][C:42]([CH3:45])([CH3:44])[CH3:43])=[O:40])[C:32](=[O:38])[O:33][C:34]([CH3:37])([CH3:36])[CH3:35])=[N:29][CH:30]=1. Product: [C:34]([O:33][C:32]([N:31]([C:28]1[C:27]([C:46]2[O:47][C:48]3[CH:54]=[CH:53][CH:52]=[C:51]([F:55])[C:49]=3[N:50]=2)=[CH:26][C:25]([B:14]2[O:15][C:16]([CH3:21])([CH3:22])[C:17]([CH3:19])([CH3:20])[O:18]2)=[CH:30][N:29]=1)[C:39](=[O:40])[O:41][C:42]([CH3:45])([CH3:44])[CH3:43])=[O:38])([CH3:35])([CH3:36])[CH3:37]. The catalyst class is: 12. (4) Reactant: [C:1]1([CH2:7][C:8]([CH2:10][C:11]2[CH:16]=[CH:15][CH:14]=[CH:13][CH:12]=2)=[O:9])[CH:6]=[CH:5][CH:4]=[CH:3][CH:2]=1.[Br:17][C:18]1[C:28]2[C:29]3[C:21]([C:22](=O)[C:23](=O)[C:24]=3[CH:25]=[CH:26][CH:27]=2)=[CH:20][CH:19]=1.[OH-].[K+]. Product: [Br:17][C:18]1[CH:19]=[CH:20][C:21]2=[C:29]3[C:28]=1[CH:27]=[CH:26][CH:25]=[C:24]3[C:23]1[C:22]2=[C:10]([C:11]2[CH:12]=[CH:13][CH:14]=[CH:15][CH:16]=2)[C:8](=[O:9])[C:7]=1[C:1]1[CH:2]=[CH:3][CH:4]=[CH:5][CH:6]=1. The catalyst class is: 5. (5) Reactant: [C:1]([O:5][C:6](=[O:41])[NH:7][C@H:8]([C:10](=[O:40])[NH:11][C@@H:12]([CH2:25][C:26]1[CH:31]=[CH:30][CH:29]=[C:28]([O:32]CC2C=CC=CC=2)[CH:27]=1)[C@@H:13]([OH:24])[CH2:14][C@H:15]([C:17](=[O:23])[NH:18][CH2:19][CH2:20][CH2:21][CH3:22])[CH3:16])[CH3:9])([CH3:4])([CH3:3])[CH3:2]. Product: [C:1]([O:5][C:6](=[O:41])[NH:7][C@H:8]([C:10](=[O:40])[NH:11][C@@H:12]([CH2:25][C:26]1[CH:31]=[CH:30][CH:29]=[C:28]([OH:32])[CH:27]=1)[C@@H:13]([OH:24])[CH2:14][C@H:15]([C:17](=[O:23])[NH:18][CH2:19][CH2:20][CH2:21][CH3:22])[CH3:16])[CH3:9])([CH3:4])([CH3:3])[CH3:2]. The catalyst class is: 29. (6) Reactant: [CH3:1][N:2]1[C:10]2[C:9]3=[C:11]([O:17][CH2:18][CH2:19][CH3:20])[S:12][C:13]([C:14](O)=[O:15])=[C:8]3[CH2:7][CH2:6][C:5]=2[CH:4]=[N:3]1.CC[N:23]=C=NCCCN(C)C.O. Product: [CH3:1][N:2]1[C:10]2[C:9]3=[C:11]([O:17][CH2:18][CH2:19][CH3:20])[S:12][C:13]([C:14]([NH2:23])=[O:15])=[C:8]3[CH2:7][CH2:6][C:5]=2[CH:4]=[N:3]1. The catalyst class is: 3. (7) Reactant: C(O[CH:4](OCC)[CH2:5][NH:6][C:7]([C:9]1[CH:13]=[C:12]([C:14]2[CH:19]=[CH:18][C:17]([Cl:20])=[CH:16][CH:15]=2)[N:11]([C:21]2[CH:26]=[CH:25][C:24]([Cl:27])=[CH:23][C:22]=2[Cl:28])[N:10]=1)=[O:8])C.O.[C:33]1([CH3:43])[CH:38]=[CH:37][C:36](S(O)(=O)=O)=[CH:35][CH:34]=1. The catalyst class is: 11. Product: [CH2:43]([N:6]1[CH:5]=[CH:4][C:13]2=[C:12]([C:14]3[CH:15]=[CH:16][C:17]([Cl:20])=[CH:18][CH:19]=3)[N:11]([C:21]3[CH:26]=[CH:25][C:24]([Cl:27])=[CH:23][C:22]=3[Cl:28])[N:10]=[C:9]2[C:7]1=[O:8])[C:33]1[CH:38]=[CH:37][CH:36]=[CH:35][CH:34]=1.